Dataset: Full USPTO retrosynthesis dataset with 1.9M reactions from patents (1976-2016). Task: Predict the reactants needed to synthesize the given product. (1) Given the product [N:3]1[CH:4]=[CH:5][CH:6]=[N:1][C:2]=1[NH:7][CH2:8][CH2:9][CH2:10][N:11]1[C:19]2[C:14](=[CH:15][C:16]([C:20]([OH:22])=[O:21])=[CH:17][CH:18]=2)[CH:13]=[N:12]1, predict the reactants needed to synthesize it. The reactants are: [N:1]1[CH:6]=[CH:5][CH:4]=[N:3][C:2]=1[NH:7][CH2:8][CH2:9][CH2:10][N:11]1[C:19]2[C:14](=[CH:15][C:16]([C:20]([O:22]CC)=[O:21])=[CH:17][CH:18]=2)[CH:13]=[N:12]1.[OH-].[Na+]. (2) The reactants are: [NH2:1][C:2]1[C:3](C(O)=O)=[N:4][C:5]([C:15]2[CH:20]=[CH:19][C:18](=[O:21])[N:17]([CH:22]([CH3:24])[CH3:23])[CH:16]=2)=[C:6]([C:8]2[CH:13]=[CH:12][C:11]([F:14])=[CH:10][CH:9]=2)[N:7]=1. Given the product [NH2:1][C:2]1[N:7]=[C:6]([C:8]2[CH:13]=[CH:12][C:11]([F:14])=[CH:10][CH:9]=2)[C:5]([C:15]2[CH:20]=[CH:19][C:18](=[O:21])[N:17]([CH:22]([CH3:24])[CH3:23])[CH:16]=2)=[N:4][CH:3]=1, predict the reactants needed to synthesize it. (3) Given the product [NH2:1][C:2]1[C:3]([C:19]([OH:21])=[O:20])=[N:4][C:5]([C:27]2[CH:28]=[CH:29][C:24]([N:23]([CH3:33])[CH3:22])=[CH:25][CH:26]=2)=[C:6]([C:8]2[CH:13]=[CH:12][C:11]([S:14]([CH3:17])(=[O:16])=[O:15])=[CH:10][CH:9]=2)[N:7]=1, predict the reactants needed to synthesize it. The reactants are: [NH2:1][C:2]1[C:3]([C:19]([OH:21])=[O:20])=[N:4][C:5](Cl)=[C:6]([C:8]2[CH:13]=[CH:12][C:11]([S:14]([CH3:17])(=[O:16])=[O:15])=[CH:10][CH:9]=2)[N:7]=1.[CH3:22][N:23]([CH3:33])[C:24]1[CH:29]=[CH:28][C:27](B(O)O)=[CH:26][CH:25]=1.C(=O)([O-])[O-].[Cs+].[Cs+].FC(F)(F)C(O)=O. (4) Given the product [C:1]([O:5][C:6]([N:8]1[CH2:17][CH2:16][C:15]2[C:14]([Cl:40])=[N:13][CH:12]=[N:11][C:10]=2[CH:9]1[CH3:19])=[O:7])([CH3:4])([CH3:3])[CH3:2], predict the reactants needed to synthesize it. The reactants are: [C:1]([O:5][C:6]([N:8]1[CH2:17][CH2:16][C:15]2[C:14](=O)[NH:13][CH:12]=[N:11][C:10]=2[CH:9]1[CH3:19])=[O:7])([CH3:4])([CH3:3])[CH3:2].C1(P(C2C=CC=CC=2)C2C=CC=CC=2)C=CC=CC=1.C(Cl)(Cl)(Cl)[Cl:40]. (5) Given the product [CH2:15]([NH:22][CH:7]1[C:8]2[C:4](=[C:3]([C:2]([F:14])([F:13])[F:1])[CH:11]=[CH:10][CH:9]=2)[CH2:5][CH2:6]1)[C:16]1[CH:21]=[CH:20][CH:19]=[CH:18][CH:17]=1, predict the reactants needed to synthesize it. The reactants are: [F:1][C:2]([F:14])([F:13])[C:3]1[CH:11]=[CH:10][CH:9]=[C:8]2[C:4]=1[CH2:5][CH2:6][C:7]2=O.[CH2:15]([NH2:22])[C:16]1[CH:21]=[CH:20][CH:19]=[CH:18][CH:17]=1.[BH4-].[Na+]. (6) The reactants are: [H-].[Na+].[C:3]1([OH:9])[CH:8]=[CH:7][CH:6]=[CH:5][CH:4]=1.Cl[C:11]1[CH:20]=[CH:19][C:18]2[C:13](=[C:14]([C:21]3[NH:29][C:28]4[CH2:27][CH2:26][NH:25][C:24](=[O:30])[C:23]=4[CH:22]=3)[CH:15]=[CH:16][CH:17]=2)[N:12]=1. Given the product [O:9]([C:11]1[CH:20]=[CH:19][C:18]2[C:13](=[C:14]([C:21]3[NH:29][C:28]4[CH2:27][CH2:26][NH:25][C:24](=[O:30])[C:23]=4[CH:22]=3)[CH:15]=[CH:16][CH:17]=2)[N:12]=1)[C:3]1[CH:8]=[CH:7][CH:6]=[CH:5][CH:4]=1, predict the reactants needed to synthesize it. (7) The reactants are: [C:1]1([C:12]2[CH:17]=[CH:16][CH:15]=[CH:14][CH:13]=2)[CH:6]=[CH:5][C:4]([CH2:7][CH2:8][C:9](O)=[O:10])=[CH:3][CH:2]=1.O=S(Cl)[Cl:20]. Given the product [C:1]1([C:12]2[CH:17]=[CH:16][CH:15]=[CH:14][CH:13]=2)[CH:6]=[CH:5][C:4]([CH2:7][CH2:8][C:9]([Cl:20])=[O:10])=[CH:3][CH:2]=1, predict the reactants needed to synthesize it. (8) Given the product [N:29]1([C:34]([N:24]2[C:23](=[O:25])[O:22][N:21]=[C:20]2[C:16]2[C:15]([Br:26])=[C:14]([C:13]([F:12])([F:27])[F:28])[N:19]=[CH:18][N:17]=2)=[O:35])[CH2:33][CH2:32][CH2:31][CH2:30]1, predict the reactants needed to synthesize it. The reactants are: N12CCCN=C1CCCCC2.[F:12][C:13]([F:28])([F:27])[C:14]1[N:19]=[CH:18][N:17]=[C:16]([C:20]2[NH:21][O:22][C:23](=[O:25])[N:24]=2)[C:15]=1[Br:26].[N:29]1([C:34](Cl)=[O:35])[CH2:33][CH2:32][CH2:31][CH2:30]1. (9) The reactants are: P(Cl)(Cl)(Cl)=O.[C:6]([NH:10]/[N:11]=[C:12]1/[CH:13]=[CH:14][C:15]2([CH2:31][CH2:32]/1)[CH2:20][CH2:19][N:18]([C:21]([O:23][CH2:24][C:25]1[CH:30]=[CH:29][CH:28]=[CH:27][CH:26]=1)=[O:22])[CH2:17][CH2:16]2)([CH3:9])([CH3:8])[CH3:7].[CH3:33]N(C)C=O. Given the product [C:6]([N:10]1[CH:33]=[C:32]2[C:12]([CH:13]=[CH:14][C:15]3([CH2:31]2)[CH2:16][CH2:17][N:18]([C:21]([O:23][CH2:24][C:25]2[CH:30]=[CH:29][CH:28]=[CH:27][CH:26]=2)=[O:22])[CH2:19][CH2:20]3)=[N:11]1)([CH3:9])([CH3:7])[CH3:8], predict the reactants needed to synthesize it. (10) Given the product [O:1]=[C:2]1[S:6][C:5]([C:7]2[CH:8]=[CH:9][C:10]([C:11]([OH:13])=[O:12])=[CH:15][CH:16]=2)=[C:4]([C:17]2[CH:18]=[CH:19][C:20]([S:30]([OH:33])(=[O:32])=[O:31])=[CH:21][CH:22]=2)[S:3]1, predict the reactants needed to synthesize it. The reactants are: [O:1]=[C:2]1[S:6][C:5]([C:7]2[CH:16]=[CH:15][C:10]([C:11]([O:13]C)=[O:12])=[CH:9][CH:8]=2)=[C:4]([C:17]2[CH:22]=[CH:21][CH:20]=[CH:19][CH:18]=2)[S:3]1.[OH-].[Na+].C([O-])(O)=O.[Na+].[S:30](=O)(=[O:33])([OH:32])[OH:31].